This data is from Catalyst prediction with 721,799 reactions and 888 catalyst types from USPTO. The task is: Predict which catalyst facilitates the given reaction. Reactant: [NH2:1][C:2]1[C:10]2[C:5](=[CH:6][CH:7]=[CH:8][CH:9]=2)[NH:4][C:3]=1[C:11]([O:13][CH2:14][CH3:15])=[O:12].[C:16]1([N:26]=[C:27]=[S:28])[C:25]2[C:20](=[CH:21][CH:22]=[CH:23][CH:24]=2)[CH:19]=[CH:18][CH:17]=1. Product: [C:16]1([NH:26][C:27](=[S:28])[NH:1][C:2]2[C:10]3[C:5](=[CH:6][CH:7]=[CH:8][CH:9]=3)[NH:4][C:3]=2[C:11]([O:13][CH2:14][CH3:15])=[O:12])[C:25]2[C:20](=[CH:21][CH:22]=[CH:23][CH:24]=2)[CH:19]=[CH:18][CH:17]=1. The catalyst class is: 14.